Predict the reactants needed to synthesize the given product. From a dataset of Full USPTO retrosynthesis dataset with 1.9M reactions from patents (1976-2016). (1) Given the product [CH3:3][CH:2]([C:4]1[CH:5]=[C:6]([C:10]2[N:15]3[N:16]=[C:17]([NH:19][C:21]4[CH:26]=[CH:25][N:24]=[C:23]([CH3:27])[CH:22]=4)[N:18]=[C:14]3[CH:13]=[CH:12][CH:11]=2)[CH:7]=[CH:8][CH:9]=1)[CH3:1], predict the reactants needed to synthesize it. The reactants are: [CH3:1][CH:2]([C:4]1[CH:5]=[C:6]([C:10]2[N:15]3[N:16]=[C:17]([NH2:19])[N:18]=[C:14]3[CH:13]=[CH:12][CH:11]=2)[CH:7]=[CH:8][CH:9]=1)[CH3:3].Cl[C:21]1[CH:26]=[CH:25][N:24]=[C:23]([CH3:27])[CH:22]=1.C1(P(C2CCCCC2)C2C=CC=CC=2C2C(C(C)C)=CC(C(C)C)=CC=2C(C)C)CCCCC1.C(=O)([O-])[O-].[Cs+].[Cs+]. (2) The reactants are: [F:1][CH2:2][CH2:3][CH2:4][CH2:5][O:6][C:7]1[CH:12]=[CH:11][C:10]([S:13]([N:16]([CH2:26][C:27]([OH:29])=O)[CH2:17][C:18]2[CH:23]=[CH:22][C:21]([O:24][CH3:25])=[CH:20][CH:19]=2)(=[O:15])=[O:14])=[CH:9][CH:8]=1.[CH:30]1C=CC2N(O)N=NC=2C=1.[CH3:40][O:41][C:42]([O:45][NH2:46])([CH3:44])[CH3:43]. Given the product [F:1][CH2:2][CH2:3][CH2:4][CH2:5][O:6][C:7]1[CH:12]=[CH:11][C:10]([S:13]([N:16]([CH2:17][C:18]2[CH:23]=[CH:22][C:21]([O:24][CH3:25])=[CH:20][CH:19]=2)[CH2:26][C:27]([NH:46][O:45][C:42]([O:41][CH2:40][CH3:30])([CH3:44])[CH3:43])=[O:29])(=[O:15])=[O:14])=[CH:9][CH:8]=1, predict the reactants needed to synthesize it. (3) Given the product [CH2:1]([N:8]1[C@@H:13]2[C@H:14]([C:16]3[N:17]([CH2:44][C:45]([O:47][CH3:48])=[O:46])[N:18]=[N:19][N:20]=3)[CH2:15][C@@:9]1([C:37]1[CH:42]=[CH:41][CH:40]=[CH:39][CH:38]=1)[C@H:10]([O:21][CH2:22][C:23]1[CH:24]=[C:25]([C:33]([F:36])([F:35])[F:34])[CH:26]=[C:27]([C:29]([F:30])([F:31])[F:32])[CH:28]=1)[CH2:11][CH2:12]2)[C:2]1[CH:7]=[CH:6][CH:5]=[CH:4][CH:3]=1, predict the reactants needed to synthesize it. The reactants are: [CH2:1]([N:8]1[C@@H:13]2[C@H:14]([C:16]3[NH:20][N:19]=[N:18][N:17]=3)[CH2:15][C@@:9]1([C:37]1[CH:42]=[CH:41][CH:40]=[CH:39][CH:38]=1)[C@H:10]([O:21][CH2:22][C:23]1[CH:28]=[C:27]([C:29]([F:32])([F:31])[F:30])[CH:26]=[C:25]([C:33]([F:36])([F:35])[F:34])[CH:24]=1)[CH2:11][CH2:12]2)[C:2]1[CH:7]=[CH:6][CH:5]=[CH:4][CH:3]=1.Br[CH2:44][C:45]([O:47][CH3:48])=[O:46].C(=O)([O-])[O-].[K+].[K+]. (4) Given the product [CH3:1][C:2]1[S:3][C:4]2[CH:10]=[C:9]([CH:11]=[O:12])[CH:8]=[CH:7][C:5]=2[N:6]=1, predict the reactants needed to synthesize it. The reactants are: [CH3:1][C:2]1[S:3][C:4]2[CH:10]=[C:9]([CH2:11][OH:12])[CH:8]=[CH:7][C:5]=2[N:6]=1. (5) The reactants are: [Cl:1][C:2]1[CH:3]=[C:4]([C:9]2([C:27]([F:30])([F:29])[F:28])[O:13][N:12]=[C:11]([C:14]3[CH:19]=[CH:18][C:17]([CH:20]([OH:25])[CH2:21][CH:22]([CH3:24])[CH3:23])=[C:16]([CH3:26])[CH:15]=3)[CH2:10]2)[CH:5]=[C:6]([Cl:8])[CH:7]=1.C([O-])(O)=O.[Na+].[O-]S(S([O-])=O)=O.[Na+].[Na+]. Given the product [Cl:1][C:2]1[CH:3]=[C:4]([C:9]2([C:27]([F:29])([F:28])[F:30])[O:13][N:12]=[C:11]([C:14]3[CH:19]=[CH:18][C:17]([C:20](=[O:25])[CH2:21][CH:22]([CH3:24])[CH3:23])=[C:16]([CH3:26])[CH:15]=3)[CH2:10]2)[CH:5]=[C:6]([Cl:8])[CH:7]=1, predict the reactants needed to synthesize it. (6) Given the product [OH:41][C@@H:42]([CH3:46])[C:43]([N:38]1[CH2:39][CH2:40][CH:35]([O:34][C:29]2[CH:28]=[CH:27][C:26]([C:23]3[N:22]=[CH:21][N:20]=[C:19]4[C:24]=3[N:25]=[C:17]([C:14]3[CH:13]=[CH:12][C:11]([N:8]5[CH2:9][CH2:10][N:5]([CH:3]6[CH2:2][O:1][CH2:4]6)[CH2:6][CH2:7]5)=[CH:16][CH:15]=3)[NH:18]4)=[CH:33][C:30]=2[C:31]#[N:32])[CH2:36][CH2:37]1)=[O:44], predict the reactants needed to synthesize it. The reactants are: [O:1]1[CH2:4][CH:3]([N:5]2[CH2:10][CH2:9][N:8]([C:11]3[CH:16]=[CH:15][C:14]([C:17]4[NH:18][C:19]5[C:24]([N:25]=4)=[C:23]([C:26]4[CH:27]=[CH:28][C:29]([O:34][CH:35]6[CH2:40][CH2:39][NH:38][CH2:37][CH2:36]6)=[C:30]([CH:33]=4)[C:31]#[N:32])[N:22]=[CH:21][N:20]=5)=[CH:13][CH:12]=3)[CH2:7][CH2:6]2)[CH2:2]1.[OH:41][C@@H:42]([CH3:46])[C:43](O)=[O:44].CN(C(ON1N=NC2C=CC=NC1=2)=[N+](C)C)C.F[P-](F)(F)(F)(F)F.CN1CCOCC1.